From a dataset of Reaction yield outcomes from USPTO patents with 853,638 reactions. Predict the reaction yield, written as a fraction of the theoretical maximum amount of product (1.0 means a 100% yield; for example, 0.34 means a 34% yield). The reactants are [Cl:1][C:2]1[CH:7]=[CH:6][N:5]=[C:4]2[NH:8][C:9]([C:11]3[CH:16]=[CH:15][C:14]([CH2:17][N:18]4[CH2:23][CH2:22][O:21][CH2:20][CH2:19]4)=[CH:13][CH:12]=3)=[N:10][C:3]=12.[NH2:24][C:25]([C:27]1[CH:32]=[CH:31][C:30](B(O)O)=[CH:29][CH:28]=1)=[O:26].C(=O)([O-])[O-].[Na+].[Na+]. The catalyst is C1C=CC(P(C2C=CC=CC=2)[C-]2C=CC=C2)=CC=1.C1C=CC(P(C2C=CC=CC=2)[C-]2C=CC=C2)=CC=1.Cl[Pd]Cl.[Fe+2]. The product is [ClH:1].[N:18]1([CH2:17][C:14]2[CH:15]=[CH:16][C:11]([C:9]3[NH:8][C:4]4=[N:5][CH:6]=[CH:7][C:2]([C:30]5[CH:31]=[CH:32][C:27]([C:25]([NH2:24])=[O:26])=[CH:28][CH:29]=5)=[C:3]4[N:10]=3)=[CH:12][CH:13]=2)[CH2:23][CH2:22][O:21][CH2:20][CH2:19]1. The yield is 0.210.